From a dataset of Forward reaction prediction with 1.9M reactions from USPTO patents (1976-2016). Predict the product of the given reaction. Given the reactants [NH2:1][C:2]1[C:6]2[C:7](=[O:17])[N:8]([CH:12]([CH:14]([CH3:16])[CH3:15])[CH3:13])[CH:9]=[C:10]([Br:11])[C:5]=2[NH:4][N:3]=1, predict the reaction product. The product is: [NH2:1][C:2]1[C:6]2[C:7](=[O:17])[N:8]([C@H:12]([CH:14]([CH3:16])[CH3:15])[CH3:13])[CH:9]=[C:10]([Br:11])[C:5]=2[NH:4][N:3]=1.